From a dataset of Full USPTO retrosynthesis dataset with 1.9M reactions from patents (1976-2016). Predict the reactants needed to synthesize the given product. (1) Given the product [C:1]([O:5][C:6]([N:8]1[C:16]2[C:11](=[CH:12][CH:13]=[C:14]([OH:17])[CH:15]=2)[CH:10]=[C:9]1[C:25]1[C:26]2[S:39][C:38]([CH2:40][OH:41])=[CH:37][C:27]=2[N:28]([C:30]([O:32][C:33]([CH3:34])([CH3:35])[CH3:36])=[O:31])[N:29]=1)=[O:7])([CH3:2])([CH3:3])[CH3:4], predict the reactants needed to synthesize it. The reactants are: [C:1]([O:5][C:6]([N:8]1[C:16]2[C:11](=[CH:12][CH:13]=[C:14]([O:17][Si](C(C)(C)C)(C)C)[CH:15]=2)[CH:10]=[C:9]1[C:25]1[C:26]2[S:39][C:38]([C:40](C)(C)[O:41][SiH2]C(C)(C)C)=[CH:37][C:27]=2[N:28]([C:30]([O:32][C:33]([CH3:36])([CH3:35])[CH3:34])=[O:31])[N:29]=1)=[O:7])([CH3:4])([CH3:3])[CH3:2].CCCC[N+](CCCC)(CCCC)CCCC.[F-]. (2) The reactants are: [C:1](=[O:4])([O-])[O-].[K+].[K+].FC(F)(F)C1C=C(C=C(C(F)(F)F)C=1)CNC[C:15]1[C:16]([N:25]2[CH2:30][CH2:29][N:28]([CH2:31][CH:32]3[CH2:37][CH2:36][CH2:35][CH2:34][CH2:33]3)[CH2:27][CH2:26]2)=[N:17][C:18]2[C:23]([CH:24]=1)=[CH:22][CH:21]=[CH:20][CH:19]=2.ClC(OCC)=O.O. Given the product [CH:32]1([CH2:31][N:28]2[CH2:27][CH2:26][N:25]([C:16]3[C:15]([CH:1]=[O:4])=[CH:24][C:23]4[C:18](=[CH:19][CH:20]=[CH:21][CH:22]=4)[N:17]=3)[CH2:30][CH2:29]2)[CH2:33][CH2:34][CH2:35][CH2:36][CH2:37]1, predict the reactants needed to synthesize it.